Dataset: Full USPTO retrosynthesis dataset with 1.9M reactions from patents (1976-2016). Task: Predict the reactants needed to synthesize the given product. (1) Given the product [F:40][C:9]1[C:10]([N:24]2[CH2:29][CH2:28][NH:27][C@H:26]([C@:30]([OH:34])([CH:31]([CH3:32])[CH3:33])[CH3:39])[CH2:25]2)=[N:11][C:12]([C:15]2[C:23]3[C:18](=[N:19][CH:20]=[CH:21][CH:22]=3)[NH:17][N:16]=2)=[C:13]([F:14])[CH:8]=1, predict the reactants needed to synthesize it. The reactants are: C([Si]([C:8]1[C:13]([F:14])=[C:12]([C:15]2[C:23]3[C:18](=[N:19][CH:20]=[CH:21][CH:22]=3)[NH:17][N:16]=2)[N:11]=[C:10]([N:24]2[CH2:29][CH2:28][NH:27][C@H:26]([C@:30]([CH3:39])([O:34][Si](C)(C)C)[CH:31]([CH3:33])[CH3:32])[CH2:25]2)[C:9]=1[F:40])(C)C)(C)(C)C.CCCC[N+](CCCC)(CCCC)CCCC.[F-]. (2) The reactants are: [CH2:1]([C:3]([OH:28])([CH2:26][CH3:27])[CH2:4][O:5][C:6]1[CH:7]=[C:8]([CH2:12][CH2:13][CH2:14][N:15]2C(=O)C3C(=CC=CC=3)C2=O)[CH:9]=[CH:10][CH:11]=1)[CH3:2].O.NN. Given the product [NH2:15][CH2:14][CH2:13][CH2:12][C:8]1[CH:7]=[C:6]([CH:11]=[CH:10][CH:9]=1)[O:5][CH2:4][C:3]([OH:28])([CH2:26][CH3:27])[CH2:1][CH3:2], predict the reactants needed to synthesize it. (3) Given the product [Br:26][C:16]1[CH:17]=[C:18]2[NH:19][C:11]([C:9]3[CH:8]=[CH:7][N:6]=[C:5]([NH:4][C:1](=[O:3])[CH3:2])[CH:10]=3)=[C:12]([C:28]3[CH:33]=[CH:32][C:31]([O:34][CH3:35])=[CH:30][N:29]=3)[C:13]2=[N:14][CH:15]=1, predict the reactants needed to synthesize it. The reactants are: [C:1]([NH:4][C:5]1[CH:10]=[C:9]([C:11]#[C:12][C:13]2[C:18]([NH:19]C(=O)C(F)(F)F)=[CH:17][C:16]([Br:26])=[CH:15][N:14]=2)[CH:8]=[CH:7][N:6]=1)(=[O:3])[CH3:2].Br[C:28]1[CH:33]=[CH:32][C:31]([O:34][CH3:35])=[CH:30][N:29]=1.C(=O)([O-])[O-].[Cs+].[Cs+].C(Cl)Cl.